This data is from Full USPTO retrosynthesis dataset with 1.9M reactions from patents (1976-2016). The task is: Predict the reactants needed to synthesize the given product. (1) The reactants are: [C:1]([C:4]1[CH:12]=[CH:11][C:7]([C:8]([OH:10])=[O:9])=[CH:6][CH:5]=1)(=[O:3])[NH2:2].Br[CH2:14][CH:15](OCC)OCC. Given the product [O:3]1[CH:15]=[CH:14][N:2]=[C:1]1[C:4]1[CH:12]=[CH:11][C:7]([C:8]([OH:10])=[O:9])=[CH:6][CH:5]=1, predict the reactants needed to synthesize it. (2) Given the product [CH:1]([NH:4][C:5]1[S:6][C:7]2[C:8]([N:15]=1)=[N:9][CH:10]=[C:11]([CH:13]=[O:14])[CH:12]=2)([CH3:3])[CH3:2], predict the reactants needed to synthesize it. The reactants are: [CH:1]([NH:4][C:5]1[S:6][C:7]2[C:8]([N:15]=1)=[N:9][CH:10]=[C:11]([CH2:13][OH:14])[CH:12]=2)([CH3:3])[CH3:2]. (3) Given the product [F:35][C:24]([F:23])([F:34])[C:25]1[C:33]2[CH2:32][CH2:31][CH2:30][CH2:29][C:28]=2[N:27]([CH2:2][C:3]2[CH:4]=[C:5]3[C:9](=[CH:10][CH:11]=2)[CH2:8][C@H:7]([NH:12][S:13]([CH:16]([CH3:18])[CH3:17])(=[O:15])=[O:14])[CH2:6]3)[N:26]=1, predict the reactants needed to synthesize it. The reactants are: O[CH2:2][C:3]1[CH:4]=[C:5]2[C:9](=[CH:10][CH:11]=1)[CH2:8][C@H:7]([NH:12][S:13]([CH:16]([CH3:18])[CH3:17])(=[O:15])=[O:14])[CH2:6]2.S(Cl)(Cl)=O.[F:23][C:24]([F:35])([F:34])[C:25]1[C:33]2[CH2:32][CH2:31][CH2:30][CH2:29][C:28]=2[NH:27][N:26]=1.C(=O)([O-])[O-].[K+].[K+].